Dataset: Full USPTO retrosynthesis dataset with 1.9M reactions from patents (1976-2016). Task: Predict the reactants needed to synthesize the given product. The reactants are: [CH2:1]([O:8][C:9]([N:11]1[C:19]2[C:14](=[CH:15][CH:16]=[CH:17][CH:18]=2)[CH2:13][C@H:12]1[C:20](O)=[O:21])=[O:10])[C:2]1[CH:7]=[CH:6][CH:5]=[CH:4][CH:3]=1.CCN(C(C)C)C(C)C.CN(C(ON1N=NC2C=CC=NC1=2)=[N+](C)C)C.F[P-](F)(F)(F)(F)F.[C:56]1([C:62]2[N:63]=[C:64]([NH2:67])[S:65][CH:66]=2)[CH:61]=[CH:60][CH:59]=[CH:58][CH:57]=1. Given the product [CH2:1]([O:8][C:9]([N:11]1[C:19]2[C:14](=[CH:15][CH:16]=[CH:17][CH:18]=2)[CH2:13][C@H:12]1[C:20](=[O:21])[NH:67][C:64]1[S:65][CH:66]=[C:62]([C:56]2[CH:61]=[CH:60][CH:59]=[CH:58][CH:57]=2)[N:63]=1)=[O:10])[C:2]1[CH:7]=[CH:6][CH:5]=[CH:4][CH:3]=1, predict the reactants needed to synthesize it.